From a dataset of Reaction yield outcomes from USPTO patents with 853,638 reactions. Predict the reaction yield, written as a fraction of the theoretical maximum amount of product (1.0 means a 100% yield; for example, 0.34 means a 34% yield). (1) The reactants are [CH3:1][N:2]1[CH:6]=[C:5]([C:7]([O:9]CC)=[O:8])[N:4]=[N:3]1.[OH-].[Na+].Cl. The catalyst is CO. The product is [CH3:1][N:2]1[CH:6]=[C:5]([C:7]([OH:9])=[O:8])[N:4]=[N:3]1. The yield is 0.500. (2) The reactants are [CH3:1][C:2]1[N:3]([S:13]([C:16]2[CH:21]=[CH:20][CH:19]=[CH:18][CH:17]=2)(=[O:15])=[O:14])[C:4]2[CH:5]=[CH:6][CH:7]=[C:8]([CH:11]=[O:12])[C:9]=2[CH:10]=1.[BH4-].[Na+]. The catalyst is C1COCC1.[OH-].[Na+]. The product is [CH3:1][C:2]1[N:3]([S:13]([C:16]2[CH:21]=[CH:20][CH:19]=[CH:18][CH:17]=2)(=[O:15])=[O:14])[C:4]2[C:9]([CH:10]=1)=[C:8]([CH2:11][OH:12])[CH:7]=[CH:6][CH:5]=2. The yield is 0.930. (3) The reactants are [Cl:1][C:2]1[CH:7]=[CH:6][CH:5]=[CH:4][C:3]=1[C:8]1[C:9]([C:18]2[CH:23]=[CH:22][C:21]([Cl:24])=[CH:20][CH:19]=2)=[CH:10][C:11]2[N:12]([C:14](=[O:17])[NH:15][N:16]=2)[N:13]=1.[F:25][C:26]([F:31])([F:30])[CH2:27][CH2:28]I.C([O-])([O-])=O.[K+].[K+]. The catalyst is CN(C=O)C.C(#N)C. The product is [Cl:1][C:2]1[CH:7]=[CH:6][CH:5]=[CH:4][C:3]=1[C:8]1[C:9]([C:18]2[CH:19]=[CH:20][C:21]([Cl:24])=[CH:22][CH:23]=2)=[CH:10][C:11]2[N:12]([C:14](=[O:17])[N:15]([CH2:28][CH2:27][C:26]([F:31])([F:30])[F:25])[N:16]=2)[N:13]=1. The yield is 0.840. (4) The reactants are CC(OI1(OC(C)=O)(OC(C)=O)OC(=O)C2C1=CC=CC=2)=O.[OH:23][CH:24]([C:30]1[CH:35]=[CH:34][C:33]([N:36]2[CH:40]([O:41][CH2:42][C:43]3[S:47][C:46]([C:48]([O:50][CH3:51])=[O:49])=[CH:45][CH:44]=3)[CH2:39][CH2:38][S:37]2(=[O:53])=[O:52])=[CH:32][CH:31]=1)[CH2:25][CH2:26][CH2:27][CH2:28][CH3:29]. The catalyst is C(Cl)Cl. The product is [C:24]([C:30]1[CH:31]=[CH:32][C:33]([N:36]2[CH:40]([O:41][CH2:42][C:43]3[S:47][C:46]([C:48]([O:50][CH3:51])=[O:49])=[CH:45][CH:44]=3)[CH2:39][CH2:38][S:37]2(=[O:53])=[O:52])=[CH:34][CH:35]=1)(=[O:23])[CH2:25][CH2:26][CH2:27][CH2:28][CH3:29]. The yield is 0.980. (5) The reactants are [Si:1]([O:8][C@@H:9]([CH3:43])[C@@H:10]([NH:32][C:33]1[CH:40]=[CH:39][C:36]([C:37]#[N:38])=[C:35]([Cl:41])[C:34]=1[CH3:42])[C:11]1[O:12][C:13]([C:16]2[CH:21]=[CH:20][C:19]([O:22]CC3C=CC(OC)=CC=3)=[CH:18][CH:17]=2)=[N:14][N:15]=1)([C:4]([CH3:7])([CH3:6])[CH3:5])([CH3:3])[CH3:2].C(Cl)Cl.O.ClC1C(=O)C(C#N)=C(C#N)C(=O)C=1Cl.C(=O)([O-])O.[Na+]. The catalyst is C(Cl)Cl. The product is [Si:1]([O:8][C@@H:9]([CH3:43])[C@@H:10]([NH:32][C:33]1[CH:40]=[CH:39][C:36]([C:37]#[N:38])=[C:35]([Cl:41])[C:34]=1[CH3:42])[C:11]1[O:12][C:13]([C:16]2[CH:21]=[CH:20][C:19]([OH:22])=[CH:18][CH:17]=2)=[N:14][N:15]=1)([C:4]([CH3:7])([CH3:6])[CH3:5])([CH3:2])[CH3:3]. The yield is 0.910. (6) The reactants are Cl[C:2]1[CH:3]=[C:4]([CH:7]=[C:8]([NH:10][CH2:11][C:12]2[CH:17]=[CH:16][CH:15]=[C:14]([F:18])[CH:13]=2)[N:9]=1)[C:5]#[N:6].[Cl:19][C:20]1[C:21](B(O)O)=[CH:22][C:23]([F:26])=[N:24][CH:25]=1.C([O-])([O-])=O.[Na+].[Na+]. The catalyst is COCCOC.CCOC(C)=O.C1C=CC([P]([Pd]([P](C2C=CC=CC=2)(C2C=CC=CC=2)C2C=CC=CC=2)([P](C2C=CC=CC=2)(C2C=CC=CC=2)C2C=CC=CC=2)[P](C2C=CC=CC=2)(C2C=CC=CC=2)C2C=CC=CC=2)(C2C=CC=CC=2)C2C=CC=CC=2)=CC=1. The product is [Cl:19][C:20]1[C:21]([C:2]2[CH:3]=[C:4]([C:5]#[N:6])[CH:7]=[C:8]([NH:10][CH2:11][C:12]3[CH:17]=[CH:16][CH:15]=[C:14]([F:18])[CH:13]=3)[N:9]=2)=[CH:22][C:23]([F:26])=[N:24][CH:25]=1. The yield is 0.470. (7) The reactants are Cl.C(OCC)(=O)C.[C:8]1([CH2:14][O:15][C:16]([NH:18][CH2:19][CH2:20][O:21][C@H:22]2[CH2:27][CH2:26][CH2:25][N:24](C(OC(C)(C)C)=O)[CH2:23]2)=[O:17])[CH:13]=[CH:12][CH:11]=[CH:10][CH:9]=1.Cl. No catalyst specified. The product is [NH:24]1[CH2:25][CH2:26][CH2:27][C@H:22]([O:21][CH2:20][CH2:19][NH:18][C:16](=[O:17])[O:15][CH2:14][C:8]2[CH:13]=[CH:12][CH:11]=[CH:10][CH:9]=2)[CH2:23]1. The yield is 0.160.